This data is from CYP2C9 inhibition data for predicting drug metabolism from PubChem BioAssay. The task is: Regression/Classification. Given a drug SMILES string, predict its absorption, distribution, metabolism, or excretion properties. Task type varies by dataset: regression for continuous measurements (e.g., permeability, clearance, half-life) or binary classification for categorical outcomes (e.g., BBB penetration, CYP inhibition). Dataset: cyp2c9_veith. (1) The molecule is O=C(c1ccncc1)N1CCC2(CCN(Cc3nccs3)CC2)CC1. The result is 0 (non-inhibitor). (2) The drug is CC(=O)N1CCN(c2nc(C)nc3sc4c(c23)CCC(C)C4)CC1. The result is 1 (inhibitor).